Task: Predict the reactants needed to synthesize the given product.. Dataset: Full USPTO retrosynthesis dataset with 1.9M reactions from patents (1976-2016) Given the product [CH2:19]([N:21]1[CH2:26][CH2:25][N:24]([C:2]2[C:7]([O:8][CH2:9][CH2:10][O:11][C:12]3[CH:17]=[CH:16][C:15]([Cl:18])=[CH:14][CH:13]=3)=[N:6][CH:5]=[CH:4][N:3]=2)[CH2:23][CH2:22]1)[CH3:20], predict the reactants needed to synthesize it. The reactants are: Cl[C:2]1[C:7]([O:8][CH2:9][CH2:10][O:11][C:12]2[CH:17]=[CH:16][C:15]([Cl:18])=[CH:14][CH:13]=2)=[N:6][CH:5]=[CH:4][N:3]=1.[CH2:19]([N:21]1[CH2:26][CH2:25][NH:24][CH2:23][CH2:22]1)[CH3:20].